The task is: Predict the reaction yield, written as a fraction of the theoretical maximum amount of product (1.0 means a 100% yield; for example, 0.34 means a 34% yield).. This data is from Reaction yield outcomes from USPTO patents with 853,638 reactions. (1) The reactants are [Cl:1][C:2]1[C:7]([O:8][C:9]2[N:14]=[CH:13][C:12]([NH2:15])=[CH:11][CH:10]=2)=[CH:6][CH:5]=[CH:4][N:3]=1.[NH:16]1[C:24]2[C:19](=[CH:20][CH:21]=[CH:22][CH:23]=2)[C:18]([C:25](O)=[O:26])=[CH:17]1.C1CCC(N=C=NC2CCCCC2)CC1. The catalyst is CN(C=O)C. The product is [Cl:1][C:2]1[C:7]([O:8][C:9]2[N:14]=[CH:13][C:12]([NH:15][C:25]([C:18]3[C:19]4[C:24](=[CH:23][CH:22]=[CH:21][CH:20]=4)[NH:16][CH:17]=3)=[O:26])=[CH:11][CH:10]=2)=[CH:6][CH:5]=[CH:4][N:3]=1. The yield is 0.610. (2) The reactants are O=[C:2]([NH:8][CH2:9][C:10]1[CH:15]=[CH:14][CH:13]=[CH:12][N:11]=1)[C:3]([O:5][CH2:6][CH3:7])=[O:4]. The catalyst is O=P(Cl)(Cl)Cl. The product is [CH:9]1[N:8]=[C:2]([C:3]([O:5][CH2:6][CH3:7])=[O:4])[N:11]2[CH:12]=[CH:13][CH:14]=[CH:15][C:10]=12. The yield is 0.440.